The task is: Regression. Given a peptide amino acid sequence and an MHC pseudo amino acid sequence, predict their binding affinity value. This is MHC class I binding data.. This data is from Peptide-MHC class I binding affinity with 185,985 pairs from IEDB/IMGT. (1) The peptide sequence is NASLKNTISK. The MHC is HLA-A31:01 with pseudo-sequence HLA-A31:01. The binding affinity (normalized) is 0.222. (2) The peptide sequence is IISTNTLGK. The MHC is HLA-A30:01 with pseudo-sequence HLA-A30:01. The binding affinity (normalized) is 0.539.